From a dataset of Full USPTO retrosynthesis dataset with 1.9M reactions from patents (1976-2016). Predict the reactants needed to synthesize the given product. Given the product [CH3:5][O:4][N:3]([CH3:2])[C:33](=[O:34])[CH2:32][CH:29]1[S:28][C:27]([C:24]2[NH:25][C:26]3[C:22]([CH:23]=2)=[CH:21][CH:20]=[CH:19][C:18]=3[N:17]([S:14]([C:9]2[CH:10]=[CH:11][CH:12]=[CH:13][C:8]=2[O:7][CH3:6])(=[O:15])=[O:16])[CH3:36])=[N:31][CH2:30]1, predict the reactants needed to synthesize it. The reactants are: Cl.[CH3:2][NH:3][O:4][CH3:5].[CH3:6][O:7][C:8]1[CH:13]=[CH:12][CH:11]=[CH:10][C:9]=1[S:14]([N:17]([CH3:36])[C:18]1[CH:19]=[CH:20][CH:21]=[C:22]2[C:26]=1[NH:25][C:24]([C:27]1[S:28][CH:29]([CH2:32][C:33](O)=[O:34])[CH2:30][N:31]=1)=[CH:23]2)(=[O:16])=[O:15].N1(O)C2C=CC=CC=2N=N1.Cl.CN(C)CCCN=C=NCC.